This data is from Reaction yield outcomes from USPTO patents with 853,638 reactions. The task is: Predict the reaction yield, written as a fraction of the theoretical maximum amount of product (1.0 means a 100% yield; for example, 0.34 means a 34% yield). (1) The reactants are C[O:2][C:3](=[O:22])[CH:4]([C:11]1[CH:16]=[CH:15][C:14]([C:17]([F:20])([F:19])[F:18])=[C:13]([F:21])[CH:12]=1)[CH2:5][CH:6]1[CH2:10][CH2:9][CH2:8][CH2:7]1.[OH-].[Li+]. The yield is 0.640. The catalyst is O1CCCC1. The product is [CH:6]1([CH2:5][CH:4]([C:11]2[CH:16]=[CH:15][C:14]([C:17]([F:18])([F:19])[F:20])=[C:13]([F:21])[CH:12]=2)[C:3]([OH:22])=[O:2])[CH2:10][CH2:9][CH2:8][CH2:7]1. (2) The reactants are C(O[N:4]=[CH:5][C:6]1[CH:7]=[C:8]2[C:12](=[CH:13][CH:14]=1)[NH:11][N:10]=[C:9]2[C:15]1[CH:16]=[C:17]([C:21]([NH:23][C:24]2[CH:29]=[CH:28][C:27]([F:30])=[CH:26][CH:25]=2)=[O:22])[CH:18]=[CH:19][CH:20]=1)C.[NH2:31][NH:32][C:33](=O)[CH2:34][N:35]([CH3:37])[CH3:36].C[O-].[Na+].Cl. The catalyst is CO.C(OCC)(=O)C. The product is [CH3:36][N:35]([CH2:34][C:33]1[N:4]=[C:5]([C:6]2[CH:7]=[C:8]3[C:12](=[CH:13][CH:14]=2)[NH:11][N:10]=[C:9]3[C:15]2[CH:16]=[C:17]([C:21]([NH:23][C:24]3[CH:25]=[CH:26][C:27]([F:30])=[CH:28][CH:29]=3)=[O:22])[CH:18]=[CH:19][CH:20]=2)[NH:31][N:32]=1)[CH3:37]. The yield is 0.500. (3) The reactants are [C:1]([O:5][C:6]([NH:8][C@H:9]1[CH2:17][O:16][C:15](=[O:18])[C@H:14]([CH2:19][C:20](O)=[O:21])[C@@H:13]([O:23][C:24](=[O:28])[CH:25]([CH3:27])[CH3:26])[C@H:12]([CH3:29])[O:11][C:10]1=[O:30])=[O:7])([CH3:4])([CH3:3])[CH3:2].B. The catalyst is C1COCC1. The product is [C:24]([O:23][C@@H:13]1[C@@H:14]([CH2:19][CH2:20][OH:21])[C:15](=[O:18])[O:16][CH2:17][C@H:9]([NH:8][C:6]([O:5][C:1]([CH3:2])([CH3:4])[CH3:3])=[O:7])[C:10](=[O:30])[O:11][C@H:12]1[CH3:29])(=[O:28])[CH:25]([CH3:27])[CH3:26]. The yield is 0.720.